This data is from TCR-epitope binding with 47,182 pairs between 192 epitopes and 23,139 TCRs. The task is: Binary Classification. Given a T-cell receptor sequence (or CDR3 region) and an epitope sequence, predict whether binding occurs between them. (1) The epitope is HTTDPSFLGRY. The TCR CDR3 sequence is CAGVMEDSRTGELFF. Result: 1 (the TCR binds to the epitope). (2) The epitope is RPPIFIRRL. The TCR CDR3 sequence is CATQQGLGTGELFF. Result: 0 (the TCR does not bind to the epitope). (3) The epitope is MMISAGFSL. The TCR CDR3 sequence is CASSLTSVYNEQFF. Result: 0 (the TCR does not bind to the epitope). (4) The epitope is LPRRSGAAGA. The TCR CDR3 sequence is CSVVDRSSYNEQFF. Result: 0 (the TCR does not bind to the epitope). (5) The epitope is QIKVRVKMV. The TCR CDR3 sequence is CASSLWGALYEQYF. Result: 1 (the TCR binds to the epitope).